From a dataset of NCI-60 drug combinations with 297,098 pairs across 59 cell lines. Regression. Given two drug SMILES strings and cell line genomic features, predict the synergy score measuring deviation from expected non-interaction effect. (1) Drug 1: CCC1=C2CN3C(=CC4=C(C3=O)COC(=O)C4(CC)O)C2=NC5=C1C=C(C=C5)O. Drug 2: C1=CN(C=N1)CC(O)(P(=O)(O)O)P(=O)(O)O. Cell line: SNB-19. Synergy scores: CSS=13.7, Synergy_ZIP=-1.43, Synergy_Bliss=2.38, Synergy_Loewe=-30.9, Synergy_HSA=1.12. (2) Drug 1: C1CN1C2=NC(=NC(=N2)N3CC3)N4CC4. Drug 2: N.N.Cl[Pt+2]Cl. Cell line: MOLT-4. Synergy scores: CSS=84.4, Synergy_ZIP=0.390, Synergy_Bliss=0.190, Synergy_Loewe=-0.280, Synergy_HSA=2.58. (3) Drug 1: CC1=C(C(CCC1)(C)C)C=CC(=CC=CC(=CC(=O)O)C)C. Cell line: COLO 205. Drug 2: C1=CC=C(C=C1)NC(=O)CCCCCCC(=O)NO. Synergy scores: CSS=1.38, Synergy_ZIP=-1.72, Synergy_Bliss=-1.41, Synergy_Loewe=-5.66, Synergy_HSA=-2.83. (4) Drug 1: C1CN1C2=NC(=NC(=N2)N3CC3)N4CC4. Drug 2: CC1OCC2C(O1)C(C(C(O2)OC3C4COC(=O)C4C(C5=CC6=C(C=C35)OCO6)C7=CC(=C(C(=C7)OC)O)OC)O)O. Cell line: HCT116. Synergy scores: CSS=69.2, Synergy_ZIP=-0.214, Synergy_Bliss=-1.18, Synergy_Loewe=0.358, Synergy_HSA=5.04.